From a dataset of Forward reaction prediction with 1.9M reactions from USPTO patents (1976-2016). Predict the product of the given reaction. (1) Given the reactants [CH2:1]([N:8]([CH2:10][C:11]1[CH:16]=[C:15]([N:17]2[CH2:22][CH2:21][O:20][CH2:19][CH2:18]2)[N:14]=[C:13](Cl)[N:12]=1)[CH3:9])[C:2]1[CH:7]=[CH:6][CH:5]=[CH:4][CH:3]=1.[NH:24]1[C:32]2[CH:31]=[CH:30][CH:29]=[C:28](B(O)O)[C:27]=2[CH:26]=[CH:25]1, predict the reaction product. The product is: [CH2:1]([N:8]([CH2:10][C:11]1[CH:16]=[C:15]([N:17]2[CH2:22][CH2:21][O:20][CH2:19][CH2:18]2)[N:14]=[C:13]([C:28]2[CH:29]=[CH:30][CH:31]=[C:32]3[C:27]=2[CH:26]=[CH:25][NH:24]3)[N:12]=1)[CH3:9])[C:2]1[CH:7]=[CH:6][CH:5]=[CH:4][CH:3]=1. (2) Given the reactants C(OC(=O)[NH:7][C:8]1([C:12]2[CH:17]=[CH:16][C:15]([C:18]3[C:23]([C:24]4[CH:29]=[CH:28][CH:27]=[CH:26][CH:25]=4)=[CH:22][N:21]4[C:30]([C:39]5[CH:44]=[C:43]([C:45]([F:48])([F:47])[F:46])[CH:42]=[C:41]([C:49]([F:52])([F:51])[F:50])[CH:40]=5)=[C:31]([C:33]5[CH:38]=[CH:37][CH:36]=[CH:35][CH:34]=5)[N:32]=[C:20]4[N:19]=3)=[CH:14][CH:13]=2)[CH2:11][CH2:10][CH2:9]1)(C)(C)C.Cl.CO, predict the reaction product. The product is: [F:52][C:49]([F:50])([F:51])[C:41]1[CH:40]=[C:39]([C:30]2[N:21]3[CH:22]=[C:23]([C:24]4[CH:29]=[CH:28][CH:27]=[CH:26][CH:25]=4)[C:18]([C:15]4[CH:16]=[CH:17][C:12]([C:8]5([NH2:7])[CH2:11][CH2:10][CH2:9]5)=[CH:13][CH:14]=4)=[N:19][C:20]3=[N:32][C:31]=2[C:33]2[CH:34]=[CH:35][CH:36]=[CH:37][CH:38]=2)[CH:44]=[C:43]([C:45]([F:46])([F:47])[F:48])[CH:42]=1. (3) Given the reactants F[C:2]1[CH:3]=[CH:4][C:5]([N+:14]([O-:16])=[O:15])=[C:6]([C:8]2[CH:13]=[CH:12][CH:11]=[CH:10][CH:9]=2)[CH:7]=1.[OH-].[K+].[CH3:19][N:20]1[CH2:25][CH2:24][CH:23]([OH:26])[CH2:22][CH2:21]1, predict the reaction product. The product is: [CH3:19][N:20]1[CH2:25][CH2:24][CH:23]([O:26][C:2]2[CH:7]=[C:6]([C:8]3[CH:13]=[CH:12][CH:11]=[CH:10][CH:9]=3)[C:5]([N+:14]([O-:16])=[O:15])=[CH:4][CH:3]=2)[CH2:22][CH2:21]1. (4) Given the reactants [C:1]([CH2:4][CH2:5][C:6]1[C:18]([CH2:19][CH2:20][CH2:21][CH2:22][CH2:23][CH2:24][O:25][C:26]2[CH:31]=[C:30]([C:32]3[CH:36]=[CH:35][S:34][CH:33]=3)[CH:29]=[C:28]([C:37](=[O:41])[N:38](C)[CH3:39])[CH:27]=2)=[CH:17][CH:16]=[CH:15][C:7]=1[O:8][CH2:9][CH2:10][CH2:11][C:12]([OH:14])=[O:13])([OH:3])=[O:2].C(O[C:45]([CH2:47][CH2:48]C1C(OCCCC(OCC)=O)=CC=CC=1CCCCCCOC1C=C(C=C(C2C=CSC=2)C=1)C(O)=O)=O)C.C1(N)CCC1, predict the reaction product. The product is: [C:1]([CH2:4][CH2:5][C:6]1[C:18]([CH2:19][CH2:20][CH2:21][CH2:22][CH2:23][CH2:24][O:25][C:26]2[CH:31]=[C:30]([C:32]3[CH:36]=[CH:35][S:34][CH:33]=3)[CH:29]=[C:28]([C:37](=[O:41])[NH:38][CH:39]3[CH2:48][CH2:47][CH2:45]3)[CH:27]=2)=[CH:17][CH:16]=[CH:15][C:7]=1[O:8][CH2:9][CH2:10][CH2:11][C:12]([OH:14])=[O:13])([OH:3])=[O:2]. (5) Given the reactants [NH2:1][C:2]1[NH:6][N:5]=[C:4]([CH3:7])[C:3]=1[C:8]1[S:9][C:10]2[CH:16]=[C:15]([S:17](O)(=[O:19])=[O:18])[C:14]([F:21])=[CH:13][C:11]=2[N:12]=1.FC1C=CC2SC(C3C(C)=NNC=3N)=[N:28]C=2C=1.N, predict the reaction product. The product is: [NH2:1][C:2]1[NH:6][N:5]=[C:4]([CH3:7])[C:3]=1[C:8]1[S:9][C:10]2[CH:16]=[C:15]([S:17]([NH2:28])(=[O:19])=[O:18])[C:14]([F:21])=[CH:13][C:11]=2[N:12]=1. (6) The product is: [N:34]1[C:35]2[C:30](=[CH:29][CH:28]=[CH:27][C:26]=2[NH:25][C:7]([C:6]2[C:2]([CH3:1])=[C:3]([Si:21]([CH3:22])([CH3:24])[CH3:23])[NH:4][N:5]=2)=[O:20])[CH:31]=[CH:32][CH:33]=1. Given the reactants [CH3:1][C:2]1[C:3]([Si:21]([CH3:24])([CH3:23])[CH3:22])=[N:4][N:5]2[C:7](=[O:20])[C:6]3=[C:2]([CH3:1])[C:3]([Si:21]([CH3:24])([CH3:23])[CH3:22])=[N:4][N:5]3[C:7](=[O:20])[C:6]=12.[NH2:25][C:26]1[CH:27]=[CH:28][CH:29]=[C:30]2[C:35]=1[N:34]=[CH:33][CH:32]=[CH:31]2.CCO.O, predict the reaction product.